From a dataset of NCI-60 drug combinations with 297,098 pairs across 59 cell lines. Regression. Given two drug SMILES strings and cell line genomic features, predict the synergy score measuring deviation from expected non-interaction effect. (1) Drug 1: CN(C)C1=NC(=NC(=N1)N(C)C)N(C)C. Drug 2: CN(CC1=CN=C2C(=N1)C(=NC(=N2)N)N)C3=CC=C(C=C3)C(=O)NC(CCC(=O)O)C(=O)O. Cell line: ACHN. Synergy scores: CSS=38.3, Synergy_ZIP=-0.245, Synergy_Bliss=-2.98, Synergy_Loewe=-80.2, Synergy_HSA=-5.54. (2) Drug 1: CC(C1=C(C=CC(=C1Cl)F)Cl)OC2=C(N=CC(=C2)C3=CN(N=C3)C4CCNCC4)N. Drug 2: C1=NC2=C(N1)C(=S)N=C(N2)N. Cell line: BT-549. Synergy scores: CSS=18.4, Synergy_ZIP=-5.44, Synergy_Bliss=1.29, Synergy_Loewe=-5.83, Synergy_HSA=-2.40. (3) Drug 1: C1CCN(CC1)CCOC2=CC=C(C=C2)C(=O)C3=C(SC4=C3C=CC(=C4)O)C5=CC=C(C=C5)O. Drug 2: COC1=C(C=C2C(=C1)N=CN=C2NC3=CC(=C(C=C3)F)Cl)OCCCN4CCOCC4. Cell line: PC-3. Synergy scores: CSS=26.6, Synergy_ZIP=-3.84, Synergy_Bliss=4.78, Synergy_Loewe=3.08, Synergy_HSA=4.43. (4) Drug 1: CC1OCC2C(O1)C(C(C(O2)OC3C4COC(=O)C4C(C5=CC6=C(C=C35)OCO6)C7=CC(=C(C(=C7)OC)O)OC)O)O. Drug 2: CC1=C(C(=O)C2=C(C1=O)N3CC4C(C3(C2COC(=O)N)OC)N4)N. Cell line: HOP-92. Synergy scores: CSS=33.8, Synergy_ZIP=0.270, Synergy_Bliss=1.61, Synergy_Loewe=0.559, Synergy_HSA=2.17. (5) Drug 1: C1=CN(C=N1)CC(O)(P(=O)(O)O)P(=O)(O)O. Drug 2: CCN(CC)CCCC(C)NC1=C2C=C(C=CC2=NC3=C1C=CC(=C3)Cl)OC. Cell line: MCF7. Synergy scores: CSS=16.0, Synergy_ZIP=-4.80, Synergy_Bliss=-2.92, Synergy_Loewe=-6.61, Synergy_HSA=-3.90. (6) Drug 1: CNC(=O)C1=CC=CC=C1SC2=CC3=C(C=C2)C(=NN3)C=CC4=CC=CC=N4. Drug 2: CCC(=C(C1=CC=CC=C1)C2=CC=C(C=C2)OCCN(C)C)C3=CC=CC=C3.C(C(=O)O)C(CC(=O)O)(C(=O)O)O. Cell line: HL-60(TB). Synergy scores: CSS=16.8, Synergy_ZIP=3.80, Synergy_Bliss=-0.729, Synergy_Loewe=-2.74, Synergy_HSA=-1.49. (7) Drug 1: CC1=C2C(C(=O)C3(C(CC4C(C3C(C(C2(C)C)(CC1OC(=O)C(C(C5=CC=CC=C5)NC(=O)C6=CC=CC=C6)O)O)OC(=O)C7=CC=CC=C7)(CO4)OC(=O)C)O)C)OC(=O)C. Drug 2: CNC(=O)C1=NC=CC(=C1)OC2=CC=C(C=C2)NC(=O)NC3=CC(=C(C=C3)Cl)C(F)(F)F. Cell line: HOP-62. Synergy scores: CSS=12.3, Synergy_ZIP=11.3, Synergy_Bliss=13.4, Synergy_Loewe=14.1, Synergy_HSA=12.0. (8) Synergy scores: CSS=16.2, Synergy_ZIP=-5.61, Synergy_Bliss=1.68, Synergy_Loewe=-1.60, Synergy_HSA=-0.520. Cell line: T-47D. Drug 2: C1=NC(=NC(=O)N1C2C(C(C(O2)CO)O)O)N. Drug 1: C1=NC2=C(N1)C(=S)N=C(N2)N.